Task: Predict the product of the given reaction.. Dataset: Forward reaction prediction with 1.9M reactions from USPTO patents (1976-2016) (1) The product is: [Si:4]([O:11][CH2:12][CH2:13][C:14]1[CH:21]=[CH:20][CH:19]=[CH:18][C:15]=1[C:16]([NH:2][OH:3])=[NH:17])([C:7]([CH3:9])([CH3:10])[CH3:8])([CH3:6])[CH3:5]. Given the reactants Cl.[NH2:2][OH:3].[Si:4]([O:11][CH2:12][CH2:13][C:14]1[CH:21]=[CH:20][CH:19]=[CH:18][C:15]=1[C:16]#[N:17])([C:7]([CH3:10])([CH3:9])[CH3:8])([CH3:6])[CH3:5].C([O-])(O)=O.[Na+], predict the reaction product. (2) Given the reactants [H-].[Na+].I[C:4]1[CH:9]=[CH:8][CH:7]=[CH:6][C:5]=1[NH:10][CH:11]=[O:12].C([Li])CCC.[C:18]1(=[O:22])[CH2:21][CH2:20][CH2:19]1, predict the reaction product. The product is: [OH:22][C:18]1([C:4]2[CH:9]=[CH:8][CH:7]=[CH:6][C:5]=2[NH:10][CH:11]=[O:12])[CH2:21][CH2:20][CH2:19]1. (3) The product is: [F:42][C:43]1[CH:44]=[C:45]([N:66]2[CH:70]([CH3:71])[CH2:69][NH:68][C:67]2=[O:81])[CH:46]=[CH:47][C:48]=1[C:49]([N:51]1[CH2:52][CH2:53][N:54]([C:57]2[C:62]([CH3:63])=[CH:61][C:60]([CH3:64])=[C:59]([CH3:65])[N:58]=2)[CH2:55][CH2:56]1)=[O:50]. Given the reactants BrC1C=CC(C(N2CCN(C3C(C)=CC(C)=C(C)N=3)CC2)=O)=C(F)C=1.COC1C=CC(CN2CC(C)NC2=O)=CC=1.[F:42][C:43]1[CH:44]=[C:45]([N:66]2[CH:70]([CH3:71])[CH2:69][N:68](CC3C=CC(OC)=CC=3)[C:67]2=[O:81])[CH:46]=[CH:47][C:48]=1[C:49]([N:51]1[CH2:56][CH2:55][N:54]([C:57]2[C:62]([CH3:63])=[CH:61][C:60]([CH3:64])=[C:59]([CH3:65])[N:58]=2)[CH2:53][CH2:52]1)=[O:50], predict the reaction product. (4) Given the reactants [Cl:1][C:2]1[C:7]([NH2:8])=[C:6]([Cl:9])[N:5]=[CH:4][N:3]=1.O1CCCC1.[C:15]1([CH2:21][CH2:22][C:23](Cl)=[O:24])[CH:20]=[CH:19][CH:18]=[CH:17][CH:16]=1.ClCCl, predict the reaction product. The product is: [Cl:1][C:2]1[C:7]([NH:8][C:23](=[O:24])[CH2:22][CH2:21][C:15]2[CH:20]=[CH:19][CH:18]=[CH:17][CH:16]=2)=[C:6]([Cl:9])[N:5]=[CH:4][N:3]=1. (5) Given the reactants [S:1]1[CH:5]=[C:4]([CH2:6][C@H:7]([NH:12]C(OC(C)(C)C)=O)[C:8]([NH:10][CH3:11])=[O:9])[C:3]2[CH:20]=[CH:21][CH:22]=[CH:23][C:2]1=2.[ClH:24], predict the reaction product. The product is: [ClH:24].[NH2:12][C@@H:7]([CH2:6][C:4]1[C:3]2[CH:20]=[CH:21][CH:22]=[CH:23][C:2]=2[S:1][CH:5]=1)[C:8]([NH:10][CH3:11])=[O:9].